From a dataset of Catalyst prediction with 721,799 reactions and 888 catalyst types from USPTO. Predict which catalyst facilitates the given reaction. (1) Product: [Br:18][C:19]1[CH:20]=[C:21]2[C:26](=[CH:27][CH:28]=1)[C:25](=[O:29])[NH:24][C:23](=[O:30])/[C:22]/2=[CH:31]\[NH:6][CH2:5][C:4]1[CH:7]=[CH:8][C:9]([OH:10])=[C:2]([OH:1])[CH:3]=1. Reactant: [OH:1][C:2]1[CH:3]=[C:4]([CH:7]=[CH:8][C:9]=1[OH:10])[CH2:5][NH2:6].C(N(CC)CC)C.[Br:18][C:19]1[CH:20]=[C:21]2[C:26](=[CH:27][CH:28]=1)[C:25](=[O:29])[NH:24][C:23](=[O:30])/[C:22]/2=[CH:31]/OC.O. The catalyst class is: 9. (2) Reactant: [CH:1]1([O:4][C:5]2[CH:15]=[C:14]([S:16][CH3:17])[C:8]([C:9]([O:11]CC)=[O:10])=[C:7]([S:18][CH3:19])[CH:6]=2)[CH2:3][CH2:2]1.[Li+].[OH-]. The catalyst class is: 24. Product: [CH:1]1([O:4][C:5]2[CH:6]=[C:7]([S:18][CH3:19])[C:8]([C:9]([OH:11])=[O:10])=[C:14]([S:16][CH3:17])[CH:15]=2)[CH2:2][CH2:3]1. (3) Reactant: [NH2:1][C:2]1[N:6]([C@H:7]2[CH2:12][CH2:11][CH2:10][NH:9][CH2:8]2)[N:5]=[C:4]([C:13]2[CH:18]=[CH:17][C:16]([O:19][C:20]3[CH:25]=[CH:24][CH:23]=[CH:22][CH:21]=3)=[CH:15][CH:14]=2)[C:3]=1[C:26]([NH2:28])=[O:27].C(N(CC)C(C)C)(C)C.[C:38](O)(=[O:41])[CH:39]=[CH2:40].O. The catalyst class is: 9. Product: [C:38]([N:9]1[CH2:10][CH2:11][CH2:12][C@H:7]([N:6]2[C:2]([NH2:1])=[C:3]([C:26]([NH2:28])=[O:27])[C:4]([C:13]3[CH:14]=[CH:15][C:16]([O:19][C:20]4[CH:25]=[CH:24][CH:23]=[CH:22][CH:21]=4)=[CH:17][CH:18]=3)=[N:5]2)[CH2:8]1)(=[O:41])[CH:39]=[CH2:40]. (4) Reactant: ClC(OCC)=O.C([N:14]1[CH2:19][CH2:18][C:17]2([CH2:23][C:22]3[CH:24]=[C:25]([F:28])[CH:26]=[CH:27][C:21]=3[O:20]2)[CH2:16][CH2:15]1)C1C=CC=CC=1. Product: [F:28][C:25]1[CH:26]=[CH:27][C:21]2[O:20][C:17]3([CH2:16][CH2:15][NH:14][CH2:19][CH2:18]3)[CH2:23][C:22]=2[CH:24]=1. The catalyst class is: 11. (5) Reactant: [NH2:1][C:2]1[CH:9]=[CH:8][C:5]([C:6]#[N:7])=[CH:4][C:3]=1[NH:10][CH:11]1[CH2:13][CH2:12]1.[CH:14](=O)[C:15]1[CH:20]=[CH:19][CH:18]=[N:17][CH:16]=1.OOS([O-])=O.[K+].C([O-])([O-])=O.[K+].[K+]. Product: [CH:11]1([N:10]2[C:3]3[CH:4]=[C:5]([C:6]#[N:7])[CH:8]=[CH:9][C:2]=3[N:1]=[C:14]2[C:15]2[CH:16]=[N:17][CH:18]=[CH:19][CH:20]=2)[CH2:12][CH2:13]1. The catalyst class is: 18. (6) Reactant: Cl[C:2]1[CH:37]=[CH:36][CH:35]=[CH:34][C:3]=1[CH2:4][CH2:5][N:6]([C:11]1[N:16]=[C:15]2[O:17][C:18]([C:24]3[CH:29]=[CH:28][C:27]([CH3:30])=[CH:26][CH:25]=3)=[C:19]([C:20]([NH:22][CH3:23])=[O:21])[C:14]2=[CH:13][C:12]=1[CH:31]1[CH2:33][CH2:32]1)[S:7]([CH3:10])(=[O:9])=[O:8].[O-]P([O-])([O-])=O.[K+].[K+].[K+].[CH2:46]1COC[CH2:47]1.O. Product: [CH:31]1([C:12]2[CH:13]=[C:14]3[C:19]([C:20]([NH:22][CH3:23])=[O:21])=[C:18]([C:24]4[CH:29]=[CH:28][C:27]([CH3:30])=[CH:26][CH:25]=4)[O:17][C:15]3=[N:16][C:11]=2[N:6]([CH2:5][CH2:4][C:3]2[CH:34]=[CH:35][CH:36]=[CH:37][C:2]=2[CH:46]=[CH2:47])[S:7]([CH3:10])(=[O:8])=[O:9])[CH2:32][CH2:33]1. The catalyst class is: 45. (7) Product: [OH:52][C:46]([C:48]([F:51])([F:50])[F:49])=[O:47].[CH:30]1([C:27]2[CH:28]=[CH:29][C:24]([CH2:23][O:22][C:18]3[CH:17]=[C:16]4[C:21](=[CH:20][CH:19]=3)[N:13]([C:11](=[O:12])[CH2:10][NH:9][CH2:8][CH2:7][C:6]([OH:45])=[O:5])[CH2:14][CH2:15]4)=[CH:25][C:26]=2[C:34]([F:37])([F:35])[F:36])[CH2:31][CH2:32][CH2:33]1. The catalyst class is: 4. Reactant: C([O:5][C:6](=[O:45])[CH2:7][CH2:8][N:9](C(OC(C)(C)C)=O)[CH2:10][C:11]([N:13]1[C:21]2[C:16](=[CH:17][C:18]([O:22][CH2:23][C:24]3[CH:29]=[CH:28][C:27]([CH:30]4[CH2:33][CH2:32][CH2:31]4)=[C:26]([C:34]([F:37])([F:36])[F:35])[CH:25]=3)=[CH:19][CH:20]=2)[CH2:15][CH2:14]1)=[O:12])(C)(C)C.[C:46]([OH:52])([C:48]([F:51])([F:50])[F:49])=[O:47]. (8) Reactant: [CH3:1][O:2][C:3]1[CH:8]=[CH:7][C:6]([O:9][CH3:10])=[CH:5][C:4]=1[CH3:11].[N+:12]([O-])([OH:14])=[O:13]. Product: [CH3:1][O:2][C:3]1[CH:8]=[C:7]([N+:12]([O-:14])=[O:13])[C:6]([O:9][CH3:10])=[CH:5][C:4]=1[CH3:11]. The catalyst class is: 86. (9) Reactant: [F:1][CH2:2][S:3]([C:6]1[CH:11]=[CH:10][C:9]([CH3:12])=[CH:8][CH:7]=1)(=[O:5])=[O:4].[Br:13]N1C(=O)CCC1=O.CC(N=NC(C#N)(C)C)(C#N)C. Product: [Br:13][CH2:12][C:9]1[CH:10]=[CH:11][C:6]([S:3]([CH2:2][F:1])(=[O:4])=[O:5])=[CH:7][CH:8]=1. The catalyst class is: 10.